This data is from Full USPTO retrosynthesis dataset with 1.9M reactions from patents (1976-2016). The task is: Predict the reactants needed to synthesize the given product. (1) Given the product [OH:4][C:5]([CH3:15])([CH2:6][C:7](=[O:13])[CH2:8][CH:24]([OH:25])[CH:26]=[CH2:27])[CH3:14], predict the reactants needed to synthesize it. The reactants are: C[Si](C)([O:4][C:5]([CH3:15])([CH3:14])[CH2:6][C:7](=[CH2:13])[O:8][Si](C)(C)C)C.C1(C)C=CC=CC=1.[CH:24]([CH:26]=[CH2:27])=[O:25].C(S([O-])(=O)=O)(F)(F)F.C(S([O-])(=O)=O)(F)(F)F.C(S([O-])(=O)=O)(F)(F)F.[Yb+3]. (2) The reactants are: [OH:1][CH2:2][C@@H:3]1[CH2:7][C@@H:6]([C:8]2[C:12]3[N:13]=[CH:14][N:15]=[C:16]([NH:17][C@@H:18]4[C:26]5[C:21](=[CH:22][CH:23]=[CH:24][CH:25]=5)[CH2:20][CH2:19]4)[C:11]=3[S:10][CH:9]=2)[CH2:5][C@@H:4]1[O:27][C:28](=[O:38])[C:29]1[CH:34]=[CH:33][C:32]([N+:35]([O-:37])=[O:36])=[CH:31][CH:30]=1.CCN(C(C)C)C(C)C.[NH2:48][S:49](Cl)(=[O:51])=[O:50]. Given the product [C@@H:18]1([NH:17][C:16]2[C:11]3[S:10][CH:9]=[C:8]([C@H:6]4[CH2:5][C@H:4]([O:27][C:28](=[O:38])[C:29]5[CH:34]=[CH:33][C:32]([N+:35]([O-:37])=[O:36])=[CH:31][CH:30]=5)[C@H:3]([CH2:2][O:1][S:49](=[O:51])(=[O:50])[NH2:48])[CH2:7]4)[C:12]=3[N:13]=[CH:14][N:15]=2)[C:26]2[C:21](=[CH:22][CH:23]=[CH:24][CH:25]=2)[CH2:20][CH2:19]1, predict the reactants needed to synthesize it. (3) The reactants are: [N:1]1([C:7]([C:9]2[CH:10]=[CH:11][C:12]([O:15][C:16]3[CH:23]=[CH:22][C:19]([CH:20]=O)=[CH:18][CH:17]=3)=[N:13][CH:14]=2)=[O:8])[CH2:6][CH2:5][CH2:4][CH2:3][CH2:2]1.COC(OC)OC.[CH2:31]([NH2:39])[CH2:32][C:33]1[CH:38]=[CH:37][CH:36]=[CH:35][CH:34]=1.[BH4-].[Na+]. Given the product [NH3:1].[CH3:7][OH:8].[CH2:31]([NH:39][CH2:20][C:19]1[CH:22]=[CH:23][C:16]([O:15][C:12]2[N:13]=[CH:14][C:9]([C:7]([N:1]3[CH2:6][CH2:5][CH2:4][CH2:3][CH2:2]3)=[O:8])=[CH:10][CH:11]=2)=[CH:17][CH:18]=1)[CH2:32][C:33]1[CH:38]=[CH:37][CH:36]=[CH:35][CH:34]=1, predict the reactants needed to synthesize it. (4) Given the product [N:1]1[C:2]([C:10]2[CH:11]=[CH:12][C:13]([N:16]([CH3:25])[C:17](=[O:22])[C:18]([F:19])([F:20])[F:21])=[CH:14][CH:15]=2)=[CH:3][N:4]2[CH:9]=[CH:8][CH:7]=[CH:6][C:5]=12, predict the reactants needed to synthesize it. The reactants are: [N:1]1[C:2]([C:10]2[CH:15]=[CH:14][C:13]([NH:16][C:17](=[O:22])[C:18]([F:21])([F:20])[F:19])=[CH:12][CH:11]=2)=[CH:3][N:4]2[CH:9]=[CH:8][CH:7]=[CH:6][C:5]=12.[H-].[Na+].[CH3:25]I.O. (5) Given the product [ClH:25].[NH2:9][C:10]1[N:11]=[C:12]([CH2:15][C:16]2[S:17][C:18]([C:21](=[O:23])[CH3:22])=[CH:19][CH:20]=2)[S:13][CH:14]=1, predict the reactants needed to synthesize it. The reactants are: N#N.C(OC(=O)[NH:9][C:10]1[N:11]=[C:12]([CH2:15][C:16]2[S:17][C:18]([C:21](=[O:23])[CH3:22])=[CH:19][CH:20]=2)[S:13][CH:14]=1)(C)(C)C.[ClH:25]. (6) Given the product [CH2:1]([N:8]([CH3:35])[C@@H:9]([C:20]1[NH:21][CH:22]=[C:23]([C:25]2[CH:30]=[CH:29][CH:28]=[CH:27][CH:26]=2)[N:24]=1)[CH2:10][C:11]1[C:19]2[C:14](=[CH:15][CH:16]=[CH:17][CH:18]=2)[NH:13][CH:12]=1)[C:2]1[CH:7]=[CH:6][CH:5]=[CH:4][CH:3]=1, predict the reactants needed to synthesize it. The reactants are: [CH2:1]([NH:8][C@@H:9]([C:20]1[NH:21][CH:22]=[C:23]([C:25]2[CH:30]=[CH:29][CH:28]=[CH:27][CH:26]=2)[N:24]=1)[CH2:10][C:11]1[C:19]2[C:14](=[CH:15][CH:16]=[CH:17][CH:18]=2)[NH:13][CH:12]=1)[C:2]1[CH:7]=[CH:6][CH:5]=[CH:4][CH:3]=1.S(C1C=CC(C)=CC=1)(O[CH3:35])(=O)=O.CC([O-])(C)C.[K+].C(=O)(O)[O-].[Na+].